Dataset: Full USPTO retrosynthesis dataset with 1.9M reactions from patents (1976-2016). Task: Predict the reactants needed to synthesize the given product. Given the product [C:30]1([CH:7]([C:1]2[CH:2]=[CH:3][CH:4]=[CH:5][CH:6]=2)[O:8][CH2:9][CH2:10][N:11]2[CH2:16][CH2:15][N:14]([CH2:17][CH2:18][CH2:19][C:20]3[CH:21]=[CH:22][C:23]([N+:26]([O-:28])=[O:27])=[CH:24][CH:25]=3)[CH2:13][CH2:12]2)[CH:31]=[CH:32][CH:33]=[CH:34][CH:35]=1, predict the reactants needed to synthesize it. The reactants are: [C:1]1([CH:7]([C:30]2[CH:35]=[CH:34][CH:33]=[CH:32][CH:31]=2)[O:8][CH2:9][CH2:10][N:11]2[CH2:16][CH2:15][N:14]([C:17](=O)[CH2:18][CH2:19][C:20]3[CH:25]=[CH:24][C:23]([N+:26]([O-:28])=[O:27])=[CH:22][CH:21]=3)[CH2:13][CH2:12]2)[CH:6]=[CH:5][CH:4]=[CH:3][CH:2]=1.